Dataset: Forward reaction prediction with 1.9M reactions from USPTO patents (1976-2016). Task: Predict the product of the given reaction. (1) Given the reactants [CH3:1][O:2][C:3]1[CH:4]=[C:5]([C:11]([CH3:17])([CH3:16])[C:12]([NH:14][NH2:15])=[O:13])[CH:6]=[CH:7][C:8]=1[O:9][CH3:10].[F:18][C:19]1[CH:24]=[CH:23][C:22]([N:25]=[C:26]=[S:27])=[CH:21][CH:20]=1, predict the reaction product. The product is: [CH3:1][O:2][C:3]1[CH:4]=[C:5]([C:11]([CH3:17])([CH3:16])[C:12]([NH:14][NH:15][C:26](=[S:27])[NH:25][C:22]2[CH:23]=[CH:24][C:19]([F:18])=[CH:20][CH:21]=2)=[O:13])[CH:6]=[CH:7][C:8]=1[O:9][CH3:10]. (2) Given the reactants C([Li])CCC.CC1(C)CCCC(C)(C)N1.[Br:16][C:17]1[CH:22]=[CH:21][CH:20]=[C:19]([F:23])[C:18]=1[Si:24]([CH3:27])([CH3:26])[CH3:25].[F:28][C:29]([F:36])([F:35])[C:30](OCC)=[O:31].[Cl-].[NH4+], predict the reaction product. The product is: [Br:16][C:17]1[CH:22]=[CH:21][C:20]([C:30](=[O:31])[C:29]([F:36])([F:35])[F:28])=[C:19]([F:23])[C:18]=1[Si:24]([CH3:27])([CH3:26])[CH3:25].